Dataset: Forward reaction prediction with 1.9M reactions from USPTO patents (1976-2016). Task: Predict the product of the given reaction. (1) Given the reactants [S:1]1[CH:5]=[CH:4][CH:3]=[C:2]1[C:6]([O:8][CH2:9][CH3:10])=[O:7].[Li+].CC([N-]C(C)C)C.[Cl:19][C:20]1[CH:21]=[C:22]([CH:32]=[CH:33][CH:34]=1)[C:23]([C:25]1[CH:30]=[CH:29][CH:28]=[C:27]([Cl:31])[CH:26]=1)=[O:24], predict the reaction product. The product is: [Cl:19][C:20]1[CH:21]=[C:22]([C:23]([C:25]2[CH:30]=[CH:29][CH:28]=[C:27]([Cl:31])[CH:26]=2)([OH:24])[C:5]2[S:1][C:2]([C:6]([O:8][CH2:9][CH3:10])=[O:7])=[CH:3][CH:4]=2)[CH:32]=[CH:33][CH:34]=1. (2) The product is: [CH3:10][C:11]1[CH:12]=[CH:13][C:14]([CH2:15][N:16]2[C:17]3[CH:22]=[C:21]([O:23][CH2:24][C:25]4[CH:30]=[CH:29][C:28]([CH3:31])=[CH:27][N:26]=4)[CH:20]=[CH:19][C:18]=3[N:32]=[C:37]2[C@H:38]2[CH2:39][CH2:40][CH2:41][CH2:42][C@H:43]2[C:35]([OH:45])=[O:36])=[CH:33][CH:34]=1. Given the reactants CC1C=CC(CN)=CC=1.[CH3:10][C:11]1[CH:34]=[CH:33][C:14]([CH2:15][NH:16][C:17]2[C:18]([NH2:32])=[CH:19][CH:20]=[C:21]([O:23][CH2:24][C:25]3[CH:30]=[CH:29][C:28]([CH3:31])=[CH:27][N:26]=3)[CH:22]=2)=[CH:13][CH:12]=1.[C:35]1(=[O:45])[C@@H:43]2[C@@H:38]([CH2:39][CH2:40][CH2:41][CH2:42]2)[C:37](=O)[O:36]1, predict the reaction product. (3) Given the reactants [OH:1]O.[Br:3][C:4]1[C:13](B(O)O)=[CH:12][C:11]2[C:6](=[CH:7][CH:8]=[C:9]([O:17][CH3:18])[CH:10]=2)[N:5]=1.[NH4+].[Cl-], predict the reaction product. The product is: [Br:3][C:4]1[C:13]([OH:1])=[CH:12][C:11]2[C:6](=[CH:7][CH:8]=[C:9]([O:17][CH3:18])[CH:10]=2)[N:5]=1. (4) Given the reactants [N+](C1C=C(S(OC[C@]2(C)CO2)(=O)=O)C=CC=1)([O-])=O.[CH3:19][C@@:20]1([CH2:23][O:24][C:25]2[CH:30]=[CH:29][CH:28]=[CH:27][C:26]=2[CH2:31][C:32]#[N:33])[CH2:22][O:21]1.C([O-])([O-])=O.[Cs+].[Cs+].[Cl:40][C:41]1[CH:54]=[CH:53][C:44]([CH2:45][N:46]2[CH2:51][CH2:50][CH:49]([NH2:52])[CH2:48][CH2:47]2)=[CH:43][CH:42]=1, predict the reaction product. The product is: [Cl:40][C:41]1[CH:42]=[CH:43][C:44]([CH2:45][N:46]2[CH2:47][CH2:48][CH:49]([NH:52][CH2:22][C@@:20]([OH:21])([CH3:19])[CH2:23][O:24][C:25]3[CH:30]=[CH:29][CH:28]=[CH:27][C:26]=3[CH2:31][C:32]#[N:33])[CH2:50][CH2:51]2)=[CH:53][CH:54]=1. (5) Given the reactants [C:1]1([C@H:7]2[C:16]3[C:11](=[CH:12][CH:13]=[CH:14][CH:15]=3)[CH2:10][CH2:9][NH:8]2)[CH:6]=[CH:5][CH:4]=[CH:3][CH:2]=1.[C:17](=[O:20])(O)[OH:18].[CH2:21](Cl)[C:22]1[CH:27]=[CH:26][CH:25]=[CH:24][CH:23]=1.C1(C)C=CC=CC=1.C(=O)([O-])[O-].[K+].[K+], predict the reaction product. The product is: [CH2:21]([O:18][C:17]([N:8]1[CH2:9][CH2:10][C:11]2[C:16](=[CH:15][CH:14]=[CH:13][CH:12]=2)[C@@H:7]1[C:1]1[CH:2]=[CH:3][CH:4]=[CH:5][CH:6]=1)=[O:20])[C:22]1[CH:27]=[CH:26][CH:25]=[CH:24][CH:23]=1.